Predict which catalyst facilitates the given reaction. From a dataset of Catalyst prediction with 721,799 reactions and 888 catalyst types from USPTO. (1) Reactant: [H-].C([Al+]CC(C)C)C(C)C.[CH2:11]1[CH2:15][O:14][CH2:13][CH2:12]1.C(C1C=C[C:21]([CH2:24][C:25]([OH:27])=[O:26])=[CH:20][CH:19]=1)#N. Product: [CH:13]([C:12]1[CH:11]=[CH:15][C:21]([CH2:24][C:25]([OH:27])=[O:26])=[CH:20][CH:19]=1)=[O:14]. The catalyst class is: 5. (2) Reactant: [OH:1][CH:2]([CH2:7][CH3:8])[CH:3]([CH3:6])[CH:4]=[O:5].N1C=CN=[CH:10]1.Cl.[CH3:15][N:16](C)[OH:17].Cl. Product: [OH:1][C@@H:2]([CH2:7][CH3:8])[C@@H:3]([CH3:6])[C:4]([N:16]([O:17][CH3:10])[CH3:15])=[O:5]. The catalyst class is: 2.